From a dataset of Peptide-MHC class I binding affinity with 185,985 pairs from IEDB/IMGT. Regression. Given a peptide amino acid sequence and an MHC pseudo amino acid sequence, predict their binding affinity value. This is MHC class I binding data. (1) The peptide sequence is VQTKPGLFK. The MHC is HLA-A11:01 with pseudo-sequence HLA-A11:01. The binding affinity (normalized) is 0.572. (2) The peptide sequence is VPAWLPLGI. The MHC is HLA-B18:01 with pseudo-sequence HLA-B18:01. The binding affinity (normalized) is 0.199. (3) The peptide sequence is QPAGGKAEF. The MHC is HLA-A02:03 with pseudo-sequence HLA-A02:03. The binding affinity (normalized) is 0.0847. (4) The peptide sequence is LRTELTYLQY. The MHC is HLA-B27:05 with pseudo-sequence HLA-B27:05. The binding affinity (normalized) is 1.00. (5) The peptide sequence is MSLQRQFLR. The MHC is HLA-A31:01 with pseudo-sequence HLA-A31:01. The binding affinity (normalized) is 0.804. (6) The peptide sequence is EILKINSVK. The MHC is HLA-A33:01 with pseudo-sequence HLA-A33:01. The binding affinity (normalized) is 0.417.